Dataset: Peptide-MHC class II binding affinity with 134,281 pairs from IEDB. Task: Regression. Given a peptide amino acid sequence and an MHC pseudo amino acid sequence, predict their binding affinity value. This is MHC class II binding data. (1) The peptide sequence is VAIKGPLRISASSAA. The MHC is DRB3_0202 with pseudo-sequence DRB3_0202. The binding affinity (normalized) is 0.601. (2) The peptide sequence is QNAINRITNKVNSVIKKM. The MHC is DRB1_1101 with pseudo-sequence DRB1_1101. The binding affinity (normalized) is 0.262.